This data is from Forward reaction prediction with 1.9M reactions from USPTO patents (1976-2016). The task is: Predict the product of the given reaction. (1) Given the reactants [H-].[Na+].[OH:3][C@H:4]1[CH2:23][N:7]2[C:8](=[O:22])[N:9]([C:11]3[CH:16]=[CH:15][C:14]([O:17][C:18]([F:21])([F:20])[F:19])=[CH:13][CH:12]=3)[CH2:10][C@@H:6]2[CH2:5]1.Br[CH:25]([C:27]1[CH:32]=[CH:31][CH:30]=[CH:29][CH:28]=1)[CH3:26].O, predict the reaction product. The product is: [C:27]1([CH:25]([O:3][C@H:4]2[CH2:23][N:7]3[C:8](=[O:22])[N:9]([C:11]4[CH:16]=[CH:15][C:14]([O:17][C:18]([F:21])([F:19])[F:20])=[CH:13][CH:12]=4)[CH2:10][C@@H:6]3[CH2:5]2)[CH3:26])[CH:32]=[CH:31][CH:30]=[CH:29][CH:28]=1. (2) Given the reactants [C:1]([C:3]1[CH:51]=[CH:50][C:6]2[N:7](COCC[Si](C)(C)C)[C:8]([C:10]([N:33](C)[C:34](=O)OC(C)(C)C)([C:12]3[C:20]([CH3:21])=[CH:19][C:18]([CH3:22])=[C:17]4[C:13]=3[CH:14]=[CH:15][N:16]4[S:23]([C:26]3[CH:32]=[CH:31][C:29]([CH3:30])=[CH:28][CH:27]=3)(=[O:25])=[O:24])[CH3:11])=[N:9][C:5]=2[CH:4]=1)#[N:2].C(C1C=CC2N=C(C(N(C)C(=O)OC(C)(C)C)(C3C(C)=CC(C)=C4C=3C=CN4S(C3C=CC(C)=CC=3)(=O)=O)C)N(COCC[Si](C)(C)C)C=2C=1)#N.Cl.O1CCOCC1, predict the reaction product. The product is: [CH3:21][C:20]1[C:12]([C:10]([C:8]2[NH:7][C:6]3[CH:50]=[CH:51][C:3]([C:1]#[N:2])=[CH:4][C:5]=3[N:9]=2)([NH:33][CH3:34])[CH3:11])=[C:13]2[C:17](=[C:18]([CH3:22])[CH:19]=1)[N:16]([S:23]([C:26]1[CH:32]=[CH:31][C:29]([CH3:30])=[CH:28][CH:27]=1)(=[O:25])=[O:24])[CH:15]=[CH:14]2. (3) Given the reactants [CH2:1]([O:3][CH2:4][N:5]1[CH:9]=[C:8]([CH2:10][OH:11])[N:7]=[CH:6]1)[CH3:2].[CH2:12]([Si:14](Cl)([CH2:17][CH3:18])[CH2:15][CH3:16])[CH3:13], predict the reaction product. The product is: [CH2:1]([O:3][CH2:4][N:5]1[CH:9]=[C:8]([CH2:10][O:11][Si:14]([CH2:17][CH3:18])([CH2:15][CH3:16])[CH2:12][CH3:13])[N:7]=[CH:6]1)[CH3:2]. (4) The product is: [Si:22]([O:1][C@H:2]1[CH2:6][CH2:5][N:4]([N:7]=[O:8])[C@@H:3]1[C:9]([O:11][CH3:12])=[O:10])([C:19]([CH3:21])([CH3:20])[CH3:18])([CH3:24])[CH3:23]. Given the reactants [OH:1][C@H:2]1[CH2:6][CH2:5][N:4]([N:7]=[O:8])[C@@H:3]1[C:9]([O:11][CH3:12])=[O:10].N1C=CN=C1.[CH3:18][C:19]([Si:22](Cl)([CH3:24])[CH3:23])([CH3:21])[CH3:20], predict the reaction product. (5) Given the reactants [Cl:1][C:2]1[CH:3]=[C:4]([CH2:9][S:10]([NH:13][C:14]2[N:15]=[N:16][C:17]([S:21]([CH2:24][CH3:25])(=[O:23])=[O:22])=[CH:18][C:19]=2[OH:20])(=[O:12])=[O:11])[CH:5]=[C:6]([Cl:8])[CH:7]=1.CS(N)(=O)=O.Cl[C:32]1[CH:33]=C(CS(NC2N=NC(S(CC)(=O)=O)=CC=2OC)(=O)=O)C=C(Cl)[CH:37]=1, predict the reaction product. The product is: [CH:24]1([S:21]([C:17]2[N:16]=[N:15][C:14]([NH:13][S:10]([CH2:9][C:4]3[CH:5]=[C:6]([Cl:8])[CH:7]=[C:2]([Cl:1])[CH:3]=3)(=[O:11])=[O:12])=[C:19]([OH:20])[CH:18]=2)(=[O:23])=[O:22])[CH2:33][CH2:32][CH2:37][CH2:25]1.